This data is from Forward reaction prediction with 1.9M reactions from USPTO patents (1976-2016). The task is: Predict the product of the given reaction. (1) Given the reactants [O:1]=[C:2]1[N:8]2[C@H:4]([CH2:5][C:6]([C:22]3[CH:27]=[CH:26][CH:25]=[C:24]([O:28][Si](C)(C)C)[CH:23]=3)=[C:7]2[C:9]([O:11][CH2:12][C:13]2[CH:18]=[CH:17][C:16]([N+:19]([O-:21])=[O:20])=[CH:15][CH:14]=2)=[O:10])[C@H:3]1[C@H:33]([O:35][Si:36]([CH3:39])([CH3:38])[CH3:37])[CH3:34].C(O)(=O)C.[F-].C([N+](CCCC)(CCCC)CCCC)CCC.C1COCC1.C(=O)([O-])O.[Na+], predict the reaction product. The product is: [OH:28][C:24]1[CH:23]=[C:22]([C:6]2[CH2:5][C@H:4]3[N:8]([C:2](=[O:1])[C@@H:3]3[C@H:33]([O:35][Si:36]([CH3:38])([CH3:39])[CH3:37])[CH3:34])[C:7]=2[C:9]([O:11][CH2:12][C:13]2[CH:18]=[CH:17][C:16]([N+:19]([O-:21])=[O:20])=[CH:15][CH:14]=2)=[O:10])[CH:27]=[CH:26][CH:25]=1. (2) Given the reactants [NH2:1][C:2]1[CH:15]=[CH:14][C:5]2[C@H:6]([CH2:9][C:10]([O:12][CH3:13])=[O:11])[CH2:7][O:8][C:4]=2[CH:3]=1.[N+:16]([C:19]1[CH:24]=[CH:23][CH:22]=[CH:21][C:20]=1[S:25](Cl)(=[O:27])=[O:26])([O-:18])=[O:17], predict the reaction product. The product is: [N+:16]([C:19]1[CH:24]=[CH:23][CH:22]=[CH:21][C:20]=1[S:25]([NH:1][C:2]1[CH:15]=[CH:14][C:5]2[C@H:6]([CH2:9][C:10]([O:12][CH3:13])=[O:11])[CH2:7][O:8][C:4]=2[CH:3]=1)(=[O:27])=[O:26])([O-:18])=[O:17]. (3) Given the reactants FC(F)(F)S(O[C:7]1[CH:8]=[C:9]2[C:14](=[CH:15][C:16]=1[O:17][CH3:18])[N:13]=[CH:12][N:11]=[C:10]2[NH:19][C:20]1[CH:25]=[CH:24][CH:23]=[C:22]([Cl:26])[C:21]=1[F:27])(=O)=O.[CH:30]([O:32]CCCC)=[CH2:31].C(N(CC)CC)C.C1(P(C2C=CC=CC=2)CCCP(C2C=CC=CC=2)C2C=CC=CC=2)C=CC=CC=1.Cl.C(=O)([O-])O.[Na+], predict the reaction product. The product is: [Cl:26][C:22]1[C:21]([F:27])=[C:20]([NH:19][C:10]2[C:9]3[C:14](=[CH:15][C:16]([O:17][CH3:18])=[C:7]([C:30](=[O:32])[CH3:31])[CH:8]=3)[N:13]=[CH:12][N:11]=2)[CH:25]=[CH:24][CH:23]=1. (4) Given the reactants F[P-](F)(F)(F)(F)F.N1(C=[N+]2CCCC2)CCCC1.CC(C)([O-])C.[K+].[C:25]([O:29][C:30]([N:32]1[C:36](=[O:37])[CH2:35][CH2:34][C@H:33]1CC1C=CC(C2C=CC=CC=2)=CC=1)=[O:31])([CH3:28])([CH3:27])[CH3:26], predict the reaction product. The product is: [C:25]([O:29][C:30]([N:32]1[CH2:33][CH2:34][CH2:35][C:36]1=[O:37])=[O:31])([CH3:28])([CH3:26])[CH3:27]. (5) Given the reactants [CH3:1][O:2][C:3]1[C:8]([O:9][CH3:10])=[C:7]([O:11][CH2:12][C:13]2[CH:18]=[CH:17][CH:16]=[CH:15][CH:14]=2)[C:6]([CH3:19])=[C:5]([CH2:20][CH2:21][C:22]2[CH:27]=[CH:26][C:25]([O:28][Si](C(C)(C)C)(C)C)=[CH:24][CH:23]=2)[N:4]=1.[F-].C([N+](CCCC)(CCCC)CCCC)CCC, predict the reaction product. The product is: [CH3:1][O:2][C:3]1[C:8]([O:9][CH3:10])=[C:7]([O:11][CH2:12][C:13]2[CH:18]=[CH:17][CH:16]=[CH:15][CH:14]=2)[C:6]([CH3:19])=[C:5]([CH2:20][CH2:21][C:22]2[CH:27]=[CH:26][C:25]([OH:28])=[CH:24][CH:23]=2)[N:4]=1. (6) Given the reactants [O:1]1[C:5]2[CH2:6][NH:7][CH2:8][CH:9]([OH:10])[C:4]=2[CH:3]=[CH:2]1.[Cl:11][C:12]1[CH:13]=[C:14](F)[CH:15]=[CH:16][C:17]=1[Cl:18], predict the reaction product. The product is: [ClH:11].[Cl:11][C:12]1[CH:13]=[C:14]([O:10][CH:9]2[CH2:8][NH:7][CH2:6][C:5]3[O:1][CH:2]=[CH:3][C:4]2=3)[CH:15]=[CH:16][C:17]=1[Cl:18].